This data is from NCI-60 drug combinations with 297,098 pairs across 59 cell lines. The task is: Regression. Given two drug SMILES strings and cell line genomic features, predict the synergy score measuring deviation from expected non-interaction effect. (1) Cell line: HL-60(TB). Drug 1: CCC(=C(C1=CC=CC=C1)C2=CC=C(C=C2)OCCN(C)C)C3=CC=CC=C3.C(C(=O)O)C(CC(=O)O)(C(=O)O)O. Synergy scores: CSS=71.2, Synergy_ZIP=5.15, Synergy_Bliss=2.14, Synergy_Loewe=-8.93, Synergy_HSA=5.54. Drug 2: N.N.Cl[Pt+2]Cl. (2) Drug 1: CC1=C2C(C(=O)C3(C(CC4C(C3C(C(C2(C)C)(CC1OC(=O)C(C(C5=CC=CC=C5)NC(=O)OC(C)(C)C)O)O)OC(=O)C6=CC=CC=C6)(CO4)OC(=O)C)OC)C)OC. Drug 2: C(=O)(N)NO. Cell line: SF-268. Synergy scores: CSS=25.6, Synergy_ZIP=-4.92, Synergy_Bliss=-7.32, Synergy_Loewe=-20.9, Synergy_HSA=-6.26.